From a dataset of Reaction yield outcomes from USPTO patents with 853,638 reactions. Predict the reaction yield, written as a fraction of the theoretical maximum amount of product (1.0 means a 100% yield; for example, 0.34 means a 34% yield). (1) The reactants are [N+:1]([C:4]1[C:5]([NH:13][C@@H:14]2[CH2:19][O:18][C@@H:17]([CH2:20][C:21]#[N:22])[CH2:16][CH2:15]2)=[C:6]2[S:12][CH:11]=[CH:10][C:7]2=[N:8][CH:9]=1)([O-])=O. The catalyst is [Pd].CO. The product is [NH2:1][C:4]1[C:5]([NH:13][C@@H:14]2[CH2:19][O:18][C@@H:17]([CH2:20][C:21]#[N:22])[CH2:16][CH2:15]2)=[C:6]2[S:12][CH:11]=[CH:10][C:7]2=[N:8][CH:9]=1. The yield is 0.940. (2) The reactants are FC(F)(S(O[C:17]1[CH:31]=[C:20]2[CH2:21][CH2:22][CH:23]=[C:24]([C:25]3[CH:30]=[CH:29][CH:28]=[CH:27][CH:26]=3)[N:19]2[N:18]=1)(=O)=O)C(F)(F)C(F)(F)C(F)(F)F.[Cl:33][C:34]1[N:35]=[CH:36][N:37]([C:39]2[CH:45]=[CH:44][C:42]([NH2:43])=[CH:41][C:40]=2[O:46][CH3:47])[CH:38]=1.CC1(C)C2C=CC=C(P(C3C=CC=CC=3)C3C=CC=CC=3)C=2OC2C1=CC=CC=2P(C1C=CC=CC=1)C1C=CC=CC=1.CN1CCCN2CCCN=C12. The catalyst is C1(C)C=CC=CC=1.C1C=CC(/C=C/C(/C=C/C2C=CC=CC=2)=O)=CC=1.C1C=CC(/C=C/C(/C=C/C2C=CC=CC=2)=O)=CC=1.C1C=CC(/C=C/C(/C=C/C2C=CC=CC=2)=O)=CC=1.[Pd].[Pd]. The product is [Cl:33][C:34]1[N:35]=[CH:36][N:37]([C:39]2[CH:45]=[CH:44][C:42]([NH:43][C:17]3[CH:31]=[C:20]4[CH2:21][CH2:22][CH:23]=[C:24]([C:25]5[CH:26]=[CH:27][CH:28]=[CH:29][CH:30]=5)[N:19]4[N:18]=3)=[CH:41][C:40]=2[O:46][CH3:47])[CH:38]=1. The yield is 0.210. (3) The reactants are [NH:1]1[C:9]2[C:4](=[CH:5][CH:6]=[C:7]([CH2:10][OH:11])[CH:8]=2)[CH:3]=[CH:2]1.C1CCN2C(=NCCC2)CC1.[Si:23](Cl)([C:26]([CH3:29])([CH3:28])[CH3:27])([CH3:25])[CH3:24].O. The catalyst is C(Cl)Cl. The product is [Si:23]([O:11][CH2:10][C:7]1[CH:8]=[C:9]2[C:4]([CH:3]=[CH:2][NH:1]2)=[CH:5][CH:6]=1)([C:26]([CH3:29])([CH3:28])[CH3:27])([CH3:25])[CH3:24]. The yield is 0.900. (4) The reactants are [CH3:1][C:2]1[C:3]([OH:13])=[CH:4][N:5]2[C:10]=1[C:9]([S:11][CH3:12])=[N:8][CH:7]=[N:6]2.[CH2:14]1[O:17][C@H:15]1[CH3:16].C(N(CC)CC)C. The catalyst is C(O)(C)(C)C. The product is [CH3:1][C:2]1[C:3]([O:13][CH2:14][C@@H:15]([OH:17])[CH3:16])=[CH:4][N:5]2[C:10]=1[C:9]([S:11][CH3:12])=[N:8][CH:7]=[N:6]2. The yield is 0.580. (5) The reactants are [O:1]=[C:2]1[CH:7]=[CH:6][N:5]([C:8]2[CH:13]=[CH:12][CH:11]=[C:10]([C:14]([F:17])([F:16])[F:15])[CH:9]=2)[N:4]=[C:3]1[C:18]([NH2:20])=[O:19].CO[CH:23](OC)[N:24]([CH3:26])[CH3:25]. No catalyst specified. The product is [CH3:23][N:24]([CH:26]=[N:20][C:18]([C:3]1[C:2](=[O:1])[CH:7]=[CH:6][N:5]([C:8]2[CH:13]=[CH:12][CH:11]=[C:10]([C:14]([F:17])([F:16])[F:15])[CH:9]=2)[N:4]=1)=[O:19])[CH3:25]. The yield is 0.760.